From a dataset of Reaction yield outcomes from USPTO patents with 853,638 reactions. Predict the reaction yield, written as a fraction of the theoretical maximum amount of product (1.0 means a 100% yield; for example, 0.34 means a 34% yield). (1) The product is [CH2:1]([N:8]1[C:16]2[C:15](=[O:17])[CH2:14][CH2:13][CH2:12][C:11]=2[C:10]([C:18]2[CH:19]=[CH:20][C:21]([C:22]([NH2:23])=[O:26])=[CH:24][CH:25]=2)=[CH:9]1)[C:2]1[CH:7]=[CH:6][CH:5]=[CH:4][CH:3]=1. The reactants are [CH2:1]([N:8]1[C:16]2[C:15](=[O:17])[CH2:14][CH2:13][CH2:12][C:11]=2[C:10]([C:18]2[CH:25]=[CH:24][C:21]([C:22]#[N:23])=[CH:20][CH:19]=2)=[CH:9]1)[C:2]1[CH:7]=[CH:6][CH:5]=[CH:4][CH:3]=1.[OH:26]O.[OH-].[Na+]. The yield is 0.990. The catalyst is C(O)C.CS(C)=O. (2) The reactants are [NH2:1][C:2]1[C:11](Br)=[N:10][C:9](Br)=[CH:8][C:3]=1[C:4]([O:6][CH3:7])=[O:5].[CH3:14][O:15][C:16]1[CH:21]=[CH:20][C:19](B(O)O)=[CH:18][CH:17]=1.[F-].[Cs+]. The catalyst is [Pd].C1(P(C2C=CC=CC=2)C2C=CC=CC=2)C=CC=CC=1.C1(P(C2C=CC=CC=2)C2C=CC=CC=2)C=CC=CC=1.C1(P(C2C=CC=CC=2)C2C=CC=CC=2)C=CC=CC=1.C1(P(C2C=CC=CC=2)C2C=CC=CC=2)C=CC=CC=1. The product is [NH2:1][C:2]1[C:11]([C:19]2[CH:20]=[CH:21][C:16]([O:15][CH3:14])=[CH:17][CH:18]=2)=[N:10][C:9]([C:19]2[CH:20]=[CH:21][C:16]([O:15][CH3:14])=[CH:17][CH:18]=2)=[CH:8][C:3]=1[C:4]([O:6][CH3:7])=[O:5]. The yield is 0.439. (3) The reactants are [CH2:1]([O:3][C:4]([C:6]1[C:7](=[O:30])[C:8]2[CH:13]=[C:12](Cl)[N:11]=[N:10][C:9]=2[N:15]([C@H:17]([C:21]([CH3:29])([CH3:28])[O:22][SiH2:23][C:24]([CH3:27])([CH3:26])[CH3:25])[CH:18]([CH3:20])[CH3:19])[CH:16]=1)=[O:5])[CH3:2].[Br-].[F:32][C:33]1[C:40]([Cl:41])=[CH:39][CH:38]=[CH:37][C:34]=1[CH2:35][Zn+].Cl. The catalyst is O1CCCC1.Cl[Pd](Cl)([P](C1C=CC=CC=1)(C1C=CC=CC=1)C1C=CC=CC=1)[P](C1C=CC=CC=1)(C1C=CC=CC=1)C1C=CC=CC=1. The yield is 0.670. The product is [CH2:1]([O:3][C:4]([C:6]1[C:7](=[O:30])[C:8]2[CH:13]=[C:12]([CH2:35][C:34]3[CH:37]=[CH:38][CH:39]=[C:40]([Cl:41])[C:33]=3[F:32])[N:11]=[N:10][C:9]=2[N:15]([C@H:17]([C:21]([CH3:29])([CH3:28])[O:22][SiH2:23][C:24]([CH3:25])([CH3:26])[CH3:27])[CH:18]([CH3:19])[CH3:20])[CH:16]=1)=[O:5])[CH3:2]. (4) The yield is 0.920. The reactants are [CH3:1][O:2][C:3]1[CH:15]=[C:14]([N+:16]([O-])=O)[CH:13]=[CH:12][C:4]=1[C:5]([O:7][C:8]([CH3:11])([CH3:10])[CH3:9])=[O:6]. The catalyst is CO.[Pd]. The product is [NH2:16][C:14]1[CH:13]=[CH:12][C:4]([C:5]([O:7][C:8]([CH3:10])([CH3:11])[CH3:9])=[O:6])=[C:3]([O:2][CH3:1])[CH:15]=1.